Dataset: Forward reaction prediction with 1.9M reactions from USPTO patents (1976-2016). Task: Predict the product of the given reaction. (1) Given the reactants [CH2:1]([N:3]([CH2:18][CH3:19])[CH2:4][CH2:5][O:6][C:7]1[CH:12]=[CH:11][C:10]([C:13](=[O:17])[CH2:14][CH2:15][CH3:16])=[CH:9][CH:8]=1)[CH3:2].Cl.ClCCN1CCCC1, predict the reaction product. The product is: [N:3]1([CH2:4][CH2:5][O:6][C:7]2[CH:8]=[CH:9][C:10]([C:13](=[O:17])[CH2:14][CH2:15][CH3:16])=[CH:11][CH:12]=2)[CH2:1][CH2:2][CH2:19][CH2:18]1. (2) Given the reactants N1[C:5]([C:6]2[CH:11]=[CH:10][C:9]([C:12]3([C:15]([N:17]4[CH2:21][CH2:20][C@@:19]5([C:25]6[CH:26]=[CH:27][CH:28]=[CH:29][C:24]=6[C:23](=[O:30])[O:22]5)[CH2:18]4)=[O:16])[CH2:14][CH2:13]3)=[CH:8][CH:7]=2)=[N:4][N:3]=N1.[F:31][C:32]([F:43])([F:42])[C:33](O[C:33](=[O:34])[C:32]([F:43])([F:42])[F:31])=[O:34], predict the reaction product. The product is: [F:31][C:32]([F:43])([F:42])[C:33]1[O:34][C:5]([C:6]2[CH:7]=[CH:8][C:9]([C:12]3([C:15]([N:17]4[CH2:21][CH2:20][C@@:19]5([C:25]6[CH:26]=[CH:27][CH:28]=[CH:29][C:24]=6[C:23](=[O:30])[O:22]5)[CH2:18]4)=[O:16])[CH2:13][CH2:14]3)=[CH:10][CH:11]=2)=[N:4][N:3]=1. (3) The product is: [OH:2][C:3]1[CH:12]=[C:11]2[C:6]([C:7]([CH3:20])=[C:8]([C:14]3[CH:15]=[CH:16][N:17]=[CH:18][CH:19]=3)[C:9](=[O:13])[O:10]2)=[CH:5][CH:4]=1. Given the reactants C[O:2][C:3]1[CH:12]=[C:11]2[C:6]([C:7]([CH3:20])=[C:8]([C:14]3[CH:19]=[CH:18][N:17]=[CH:16][CH:15]=3)[C:9](=[O:13])[O:10]2)=[CH:5][CH:4]=1.CCS.[Al](Br)(Br)Br, predict the reaction product. (4) The product is: [CH2:19]([O:1][C:2]1[CH:3]=[CH:4][C:5]([C:8]2[CH:13]=[CH:12][C:11]([C:14]([OH:16])=[O:15])=[CH:10][CH:9]=2)=[CH:6][CH:7]=1)[CH:20]=[CH:21][CH3:22]. Given the reactants [OH:1][C:2]1[CH:7]=[CH:6][C:5]([C:8]2[CH:13]=[CH:12][C:11]([C:14]([OH:16])=[O:15])=[CH:10][CH:9]=2)=[CH:4][CH:3]=1.[OH-].[K+].[CH2:19](Cl)[CH:20]=[CH:21][CH3:22], predict the reaction product. (5) Given the reactants C([O:3][C:4](=[O:31])[CH2:5][C:6]1[O:10][N:9]=[C:8]([CH2:11][C:12]2[CH:17]=[CH:16][C:15]([NH:18][C:19](=[O:24])[C:20]([CH3:23])([CH3:22])[CH3:21])=[CH:14][C:13]=2[CH2:25][S:26][C:27]([CH3:30])([CH3:29])[CH3:28])[N:7]=1)C.[Li+].[OH-], predict the reaction product. The product is: [C:27]([S:26][CH2:25][C:13]1[CH:14]=[C:15]([NH:18][C:19](=[O:24])[C:20]([CH3:23])([CH3:22])[CH3:21])[CH:16]=[CH:17][C:12]=1[CH2:11][C:8]1[N:7]=[C:6]([CH2:5][C:4]([OH:31])=[O:3])[O:10][N:9]=1)([CH3:30])([CH3:29])[CH3:28].